This data is from Catalyst prediction with 721,799 reactions and 888 catalyst types from USPTO. The task is: Predict which catalyst facilitates the given reaction. (1) Reactant: [CH3:1][S:2][C:3]1[CH:8]=[CH:7][C:6]([CH2:9][CH2:10][CH2:11][C:12]([OH:14])=O)=[CH:5][CH:4]=1. Product: [CH3:1][S:2][C:3]1[CH:4]=[C:5]2[C:6]([CH2:9][CH2:10][CH2:11][C:12]2=[O:14])=[CH:7][CH:8]=1. The catalyst class is: 6. (2) Reactant: B(Br)(Br)Br.Br.[NH2:6][C:7]1[C:16]2[N:17]=[C:18]([CH2:25][CH2:26][O:27]C)[N:19]([CH2:20][C:21]([CH3:24])([OH:23])[CH3:22])[C:15]=2[C:14]2[N:13]=[CH:12][CH:11]=[CH:10][C:9]=2[N:8]=1.Cl.[OH-].[Na+]. Product: [NH2:6][C:7]1[C:16]2[N:17]=[C:18]([CH2:25][CH2:26][OH:27])[N:19]([CH2:20][C:21]([CH3:22])([OH:23])[CH3:24])[C:15]=2[C:14]2[N:13]=[CH:12][CH:11]=[CH:10][C:9]=2[N:8]=1. The catalyst class is: 98. (3) Reactant: [NH2:1][C:2]1[CH:7]=[CH:6][CH:5]=[C:4](Br)[N:3]=1.[CH2:9]([S-:11])[CH3:10].[Na+]. Product: [CH2:9]([S:11][C:4]1[N:3]=[C:2]([NH2:1])[CH:7]=[CH:6][CH:5]=1)[CH3:10]. The catalyst class is: 3. (4) Product: [NH2:51][C:49]1[CH:50]=[C:45]2[C:44]([C:5]3[CH:6]=[C:7]4[C:11](=[C:12]([C:14]([OH:16])=[O:15])[CH:13]=3)[NH:10][N:9]=[CH:8]4)=[CH:43][NH:42][C:46]2=[CH:47][N:48]=1. The catalyst class is: 622. Reactant: ClCCl.Br[C:5]1[CH:13]=[C:12]([C:14]([O:16]C)=[O:15])[C:11]2[C:7](=[CH:8][N:9](CC3C=CC(OC)=CC=3)[N:10]=2)[CH:6]=1.C(=O)([O-])[O-].[Cs+].[Cs+].C1(S([N:42]2[C:46]3=[CH:47][N:48]=[C:49]([N:51]=CN(C)C)[CH:50]=[C:45]3[C:44](Br)=[CH:43]2)(=O)=O)C=CC=CC=1.C([SiH](C(C)C)C(C)C)(C)C.[OH-].[Na+]. (5) Product: [Cl:18][C:14]1[CH:13]=[C:12]([N:10]2[N:9]=[N:8][C:7]([C@H:5]([OH:4])[CH3:6])=[N:11]2)[CH:17]=[CH:16][CH:15]=1. The catalyst class is: 20. Reactant: C([O:4][C@@H:5]([C:7]1[N:8]=[N:9][N:10]([C:12]2[CH:17]=[CH:16][CH:15]=[C:14]([Cl:18])[CH:13]=2)[N:11]=1)[CH3:6])(=O)C.O.[OH-].[Li+].Cl.